From a dataset of Experimentally validated miRNA-target interactions with 360,000+ pairs, plus equal number of negative samples. Binary Classification. Given a miRNA mature sequence and a target amino acid sequence, predict their likelihood of interaction. The protein sequence of the target gene is MDSLFVEEVAASLVREFLSRKGLKKTCVTMDQERPRSDLSINNRNDLRKVLHLEFLYKENKAKENPLKTSLELITRYFLDHFGNTANNFTQDTPIPALSVPKKNNKVPSRCSETTLVNIYDLSDEDAGWRTSLSETSKARHDNLDGDVLGNFVSSKRPPHKSKPMQTVPGETPVLTSAWEKIDKLHSEPSLDVKRMGENSRPKSGLIVRGMMSGPIASSPQDSFHRHYLRRSSPSSSSTQPQEESRKVPELFVCTQQDILASSNSSPSRTSLGQLSELTVERQKTTASSPPHLPSKRLPP.... Result: 0 (no interaction). The miRNA is dme-miR-9a-5p with sequence UCUUUGGUUAUCUAGCUGUAUGA.